From a dataset of Full USPTO retrosynthesis dataset with 1.9M reactions from patents (1976-2016). Predict the reactants needed to synthesize the given product. The reactants are: [NH2:1][C:2]1[CH:14]=[C:13]([N:15]2[C:23]3[C:18](=[CH:19][CH:20]=[CH:21][CH:22]=3)[CH2:17][CH2:16]2)[CH:12]=[CH:11][C:3]=1[C:4]([O:6][C:7]([CH3:10])([CH3:9])[CH3:8])=[O:5].Br[C:25]1[CH:26]=[CH:27][C:28]2[S:32][CH:31]=[CH:30][C:29]=2[CH:33]=1.C(=O)([O-])[O-].[Cs+].[Cs+].C1(P(C2CCCCC2)C2C=CC=CC=2C2C(C(C)C)=CC(C(C)C)=CC=2C(C)C)CCCCC1. Given the product [S:32]1[C:28]2[CH:27]=[CH:26][C:25]([NH:1][C:2]3[CH:14]=[C:13]([N:15]4[C:23]5[C:18](=[CH:19][CH:20]=[CH:21][CH:22]=5)[CH2:17][CH2:16]4)[CH:12]=[CH:11][C:3]=3[C:4]([O:6][C:7]([CH3:10])([CH3:9])[CH3:8])=[O:5])=[CH:33][C:29]=2[CH:30]=[CH:31]1, predict the reactants needed to synthesize it.